Dataset: Catalyst prediction with 721,799 reactions and 888 catalyst types from USPTO. Task: Predict which catalyst facilitates the given reaction. (1) Product: [CH2:3]([O:10][C:11]1[CH:12]=[CH:13][C:14]([CH2:15][NH2:16])=[CH:17][CH:18]=1)[C:4]1[CH:5]=[CH:6][CH:7]=[CH:8][CH:9]=1. Reactant: [Li].[H-].[CH2:3]([O:10][C:11]1[CH:18]=[CH:17][C:14]([C:15]#[N:16])=[CH:13][CH:12]=1)[C:4]1[CH:9]=[CH:8][CH:7]=[CH:6][CH:5]=1.[OH-].[Na+]. The catalyst class is: 20. (2) Reactant: [N:1]([CH2:4][C:5](=[O:18])[C:6]([C:9]1[CH:14]=[CH:13][C:12]([F:15])=[C:11]([O:16][CH3:17])[CH:10]=1)([CH3:8])[CH3:7])=[N+]=[N-].[ClH:19]. Product: [ClH:19].[NH2:1][CH2:4][C:5](=[O:18])[C:6]([C:9]1[CH:14]=[CH:13][C:12]([F:15])=[C:11]([O:16][CH3:17])[CH:10]=1)([CH3:8])[CH3:7]. The catalyst class is: 19. (3) Reactant: [OH-].[Na+].[CH3:3][C:4]([C:6]1[CH:11]=[CH:10][C:9]([Br:12])=[CH:8][CH:7]=1)=[O:5].[Br:13][C:14]1[CH:21]=[CH:20][C:17]([CH:18]=O)=[CH:16][CH:15]=1.C(C1C=CC=CC=1)(=O)C. Product: [Br:13][C:14]1[CH:21]=[CH:20][C:17]([CH:18]=[CH:3][C:4]([C:6]2[CH:11]=[CH:10][C:9]([Br:12])=[CH:8][CH:7]=2)=[O:5])=[CH:16][CH:15]=1. The catalyst class is: 97. (4) Reactant: [CH3:1][O:2][C:3]([C:5]1[CH:10]=[CH:9][CH:8]=[C:7]([C:11]2[CH:12]=[N:13][NH:14][CH:15]=2)[N:6]=1)=[O:4].C(OC([NH:23][CH2:24][CH2:25][CH2:26][CH2:27][CH2:28][CH2:29]OS(C)(=O)=O)=O)(C)(C)C.C([O-])([O-])=O.[Cs+].[Cs+]. Product: [CH3:1][O:2][C:3]([C:5]1[CH:10]=[CH:9][CH:8]=[C:7]([C:11]2[CH:15]=[N:14][N:13]([CH2:29][CH2:28][CH2:27][CH2:26][CH2:25][CH2:24][NH2:23])[CH:12]=2)[N:6]=1)=[O:4]. The catalyst class is: 3. (5) Reactant: [CH3:1][O:2][C:3]1[CH:4]=[C:5]2[O:9][C:8]([C:10]3[N:11]=[C:12]4[N:16]([CH:17]=3)[N:15]=[C:14]([O:18][CH3:19])[S:13]4)=[CH:7][C:6]2=[C:20]([OH:22])[CH:21]=1.[OH:23][C:24]1([C:37]2[S:38][CH:39]=[C:40]([CH2:42]O)[N:41]=2)[CH2:29][CH2:28][N:27]([C:30]([O:32][C:33]([CH3:36])([CH3:35])[CH3:34])=[O:31])[CH2:26][CH2:25]1.C(P(CCCC)CCCC)CCC.C1CCN(C(N=NC(N2CCCCC2)=O)=O)CC1. Product: [OH:23][C:24]1([C:37]2[S:38][CH:39]=[C:40]([CH2:42][O:22][C:20]3[C:6]4[CH:7]=[C:8]([C:10]5[N:11]=[C:12]6[N:16]([CH:17]=5)[N:15]=[C:14]([O:18][CH3:19])[S:13]6)[O:9][C:5]=4[CH:4]=[C:3]([O:2][CH3:1])[CH:21]=3)[N:41]=2)[CH2:29][CH2:28][N:27]([C:30]([O:32][C:33]([CH3:36])([CH3:35])[CH3:34])=[O:31])[CH2:26][CH2:25]1. The catalyst class is: 1.